This data is from Reaction yield outcomes from USPTO patents with 853,638 reactions. The task is: Predict the reaction yield, written as a fraction of the theoretical maximum amount of product (1.0 means a 100% yield; for example, 0.34 means a 34% yield). (1) The reactants are Cl.[Cl:2][C:3]1[C:4]([C:51]([F:54])([F:53])[F:52])=[CH:5][C:6]2[N:10]=[C:9]([CH2:11][CH:12]3[CH2:15][CH:14]([CH2:16][N:17]([CH2:21][C@@H:22]4[C@H:26]5[O:27]C(C)(C)[O:29][C@H:25]5[C@H:24]([N:32]5[C:36]6[N:37]=[CH:38][N:39]=[C:40]([NH2:41])[C:35]=6[CH:34]=[CH:33]5)[CH2:23]4)[CH:18]([CH3:20])[CH3:19])[CH2:13]3)[N:8](COCC[Si](C)(C)C)[C:7]=2[CH:50]=1. The catalyst is CO. The product is [NH2:41][C:40]1[C:35]2[CH:34]=[CH:33][N:32]([C@@H:24]3[CH2:23][C@H:22]([CH2:21][N:17]([CH2:16][CH:14]4[CH2:15][CH:12]([CH2:11][C:9]5[NH:8][C:7]6[CH:50]=[C:3]([Cl:2])[C:4]([C:51]([F:53])([F:52])[F:54])=[CH:5][C:6]=6[N:10]=5)[CH2:13]4)[CH:18]([CH3:20])[CH3:19])[C@@H:26]([OH:27])[C@H:25]3[OH:29])[C:36]=2[N:37]=[CH:38][N:39]=1. The yield is 0.270. (2) The reactants are [OH:1][C:2]1[CH:9]=[C:8]([O:10][CH3:11])[CH:7]=[CH:6][C:3]=1[C:4]#[N:5].C(=O)([O-])[O-].[K+].[K+].I[CH2:19][CH3:20]. The catalyst is C(O)C.C(OCC)C.O. The product is [CH2:19]([O:1][C:2]1[CH:9]=[C:8]([O:10][CH3:11])[CH:7]=[CH:6][C:3]=1[C:4]#[N:5])[CH3:20]. The yield is 0.830. (3) The reactants are [CH2:1]([C:8]1[C:9]([NH2:22])=[N:10][CH:11]=[C:12]([C:14]2[CH:19]=[CH:18][C:17]([O:20][CH3:21])=[CH:16][CH:15]=2)[N:13]=1)[C:2]1[CH:7]=[CH:6][CH:5]=[CH:4][CH:3]=1.[CH3:23][O:24][C:25]1[CH:30]=[CH:29][C:28]([N:31]=[C:32]=[O:33])=[CH:27][CH:26]=1. The catalyst is ClCCCl. The product is [CH2:1]([C:8]1[C:9]([NH:22][C:32]([NH:31][C:28]2[CH:29]=[CH:30][C:25]([O:24][CH3:23])=[CH:26][CH:27]=2)=[O:33])=[N:10][CH:11]=[C:12]([C:14]2[CH:19]=[CH:18][C:17]([O:20][CH3:21])=[CH:16][CH:15]=2)[N:13]=1)[C:2]1[CH:7]=[CH:6][CH:5]=[CH:4][CH:3]=1. The yield is 0.592. (4) The reactants are [C:1]1([S:7]([N:10]2[C:14]3=[CH:15][N:16]=[CH:17][C:18]([Br:19])=[C:13]3[CH:12]=[CH:11]2)(=[O:9])=[O:8])[CH:6]=[CH:5][CH:4]=[CH:3][CH:2]=1.[CH:20]([N-]C(C)C)(C)[CH3:21].[Li+].C(I)C. The catalyst is C1COCC1. The product is [C:1]1([S:7]([N:10]2[C:14]3=[CH:15][N:16]=[CH:17][C:18]([Br:19])=[C:13]3[CH:12]=[C:11]2[CH2:20][CH3:21])(=[O:9])=[O:8])[CH:2]=[CH:3][CH:4]=[CH:5][CH:6]=1. The yield is 0.400. (5) The product is [F:22][C:19]1[CH:18]=[CH:17][C:16]([C:10]2[C:9]3[C:13](=[CH:14][CH:15]=[C:7]([C:5]4[NH:6][C:25]([CH2:26][N:27]5[CH2:32][CH2:31][CH:30]([OH:33])[CH2:29][CH2:28]5)=[N:24][N:23]=4)[CH:8]=3)[NH:12][N:11]=2)=[CH:21][CH:20]=1. The catalyst is CO. The reactants are Cl.C(O[C:5]([C:7]1[CH:8]=[C:9]2[C:13](=[CH:14][CH:15]=1)[NH:12][N:11]=[C:10]2[C:16]1[CH:21]=[CH:20][C:19]([F:22])=[CH:18][CH:17]=1)=[NH:6])C.[NH2:23][NH:24][C:25](=O)[CH2:26][N:27]1[CH2:32][CH2:31][CH:30]([OH:33])[CH2:29][CH2:28]1.C[O-].[Na+].Cl. The yield is 0.0700. (6) The reactants are [NH2:1][N:2]1[C:7](=[O:8])[C:6]([C:9]2[NH:14][C:13]3[CH:15]=[CH:16][CH:17]=[CH:18][C:12]=3[S:11](=[O:20])(=[O:19])[N:10]=2)=[C:5]([OH:21])[C:4]2[S:22][CH:23]=[CH:24][C:3]1=2.[O:25]1[CH:29]=[CH:28][C:27]([CH:30]=O)=[CH:26]1. The catalyst is CN(C)C(=O)C. The product is [O:19]=[S:11]1(=[O:20])[C:12]2[CH:18]=[CH:17][CH:16]=[CH:15][C:13]=2[NH:14][C:9]([C:6]2[C:7](=[O:8])[N:2]([N:1]=[CH:30][C:27]3[CH:28]=[CH:29][O:25][CH:26]=3)[C:3]3[CH:24]=[CH:23][S:22][C:4]=3[C:5]=2[OH:21])=[N:10]1. The yield is 0.870. (7) The reactants are [N:1]1[CH:6]=[CH:5][CH:4]=[CH:3][C:2]=1[CH2:7][CH2:8][C:9]([NH2:11])=[O:10].[Cl:12][CH2:13][C:14](=[O:16])[CH3:15].C(OCC)(=O)C. The catalyst is CC(C)=O. The product is [Cl-:12].[NH2:11][C:9](=[O:10])[CH2:8][CH2:7][C:2]1[CH:3]=[CH:4][CH:5]=[CH:6][N+:1]=1[CH2:13][C:14](=[O:16])[CH3:15]. The yield is 0.670. (8) The catalyst is C(OCC)(=O)C. The yield is 0.640. The reactants are [Cl-].O[NH3+:3].[C:4](=[O:7])([O-])[OH:5].[Na+].CS(C)=O.[CH3:13][C:14]1[N:15]([C:39]2[CH:40]=[N:41][C:42]([O:45][CH:46]3[CH2:51][CH2:50][O:49][CH2:48][CH2:47]3)=[CH:43][CH:44]=2)[C:16](=[O:38])[C:17]([CH2:23][C:24]2[CH:29]=[CH:28][C:27]([C:30]3[C:31]([C:36]#[N:37])=[CH:32][CH:33]=[CH:34][CH:35]=3)=[CH:26][CH:25]=2)=[C:18]([CH2:20][CH2:21][CH3:22])[N:19]=1. The product is [CH3:13][C:14]1[N:15]([C:39]2[CH:40]=[N:41][C:42]([O:45][CH:46]3[CH2:47][CH2:48][O:49][CH2:50][CH2:51]3)=[CH:43][CH:44]=2)[C:16](=[O:38])[C:17]([CH2:23][C:24]2[CH:25]=[CH:26][C:27]([C:30]3[CH:35]=[CH:34][CH:33]=[CH:32][C:31]=3[C:36]3[NH:3][C:4](=[O:7])[O:5][N:37]=3)=[CH:28][CH:29]=2)=[C:18]([CH2:20][CH2:21][CH3:22])[N:19]=1. (9) The reactants are Br[C:2]1[CH:3]=[CH:4][C:5]([N:8]2[CH2:13][CH2:12][O:11][CH2:10][C:9]2=[O:14])=[N:6][CH:7]=1.[F:15][C:16]1[CH:24]=[C:23]2[C:19]([C:20](B3OC(C)(C)C(C)(C)O3)=[CH:21][N:22]2[C:25]([O:27][C:28]([CH3:31])([CH3:30])[CH3:29])=[O:26])=[CH:18][CH:17]=1. No catalyst specified. The product is [F:15][C:16]1[CH:24]=[C:23]2[C:19]([C:20]([C:2]3[CH:7]=[N:6][C:5]([N:8]4[CH2:13][CH2:12][O:11][CH2:10][C:9]4=[O:14])=[CH:4][CH:3]=3)=[CH:21][N:22]2[C:25]([O:27][C:28]([CH3:31])([CH3:30])[CH3:29])=[O:26])=[CH:18][CH:17]=1. The yield is 0.660.